Dataset: Reaction yield outcomes from USPTO patents with 853,638 reactions. Task: Predict the reaction yield, written as a fraction of the theoretical maximum amount of product (1.0 means a 100% yield; for example, 0.34 means a 34% yield). (1) The reactants are [CH3:1][C:2]1([CH3:15])[C@@H:4]([C:5]2[CH:6]=[C:7]([CH3:11])[CH:8]=[CH:9][CH:10]=2)[C@@H:3]1[C:12]([OH:14])=O.[F:16][C:17]1[CH:18]=[C:19]([CH:21]=[CH:22][C:23]=1[F:24])[NH2:20]. No catalyst specified. The product is [F:16][C:17]1[CH:18]=[C:19]([NH:20][C:12]([C@H:3]2[C@H:4]([C:5]3[CH:6]=[C:7]([CH3:11])[CH:8]=[CH:9][CH:10]=3)[C:2]2([CH3:1])[CH3:15])=[O:14])[CH:21]=[CH:22][C:23]=1[F:24]. The yield is 0.920. (2) The reactants are Cl.[F:2][C:3]1[CH:8]=[CH:7][C:6](/[CH:9]=[CH:10]/[C:11]2[CH:16]=[CH:15][C:14]([S:17]([C:20]3[CH:21]=[C:22]([NH2:26])[CH:23]=[CH:24][CH:25]=3)(=[O:19])=[O:18])=[CH:13][CH:12]=2)=[CH:5][CH:4]=1.[O-:27][C:28]#[N:29].[K+].[C:31]([OH:34])(=[O:33])[CH3:32]. The catalyst is O. The product is [C:31]([O:34][CH2:24][CH3:25])(=[O:33])[CH3:32].[CH3:3][CH2:4][CH2:5][CH:6]([CH3:9])[CH3:7].[F:2][C:3]1[CH:4]=[CH:5][C:6](/[CH:9]=[CH:10]/[C:11]2[CH:12]=[CH:13][C:14]([S:17]([C:20]3[CH:21]=[C:22]([NH:26][C:28]([NH2:29])=[O:27])[CH:23]=[CH:24][CH:25]=3)(=[O:19])=[O:18])=[CH:15][CH:16]=2)=[CH:7][CH:8]=1. The yield is 0.400.